Dataset: Peptide-MHC class II binding affinity with 134,281 pairs from IEDB. Task: Regression. Given a peptide amino acid sequence and an MHC pseudo amino acid sequence, predict their binding affinity value. This is MHC class II binding data. (1) The peptide sequence is MSGPMQQLTQPLQQL. The MHC is DRB1_1201 with pseudo-sequence DRB1_1201. The binding affinity (normalized) is 0.386. (2) The peptide sequence is YVIRAQLHVGAKQEN. The MHC is DRB1_0404 with pseudo-sequence DRB1_0404. The binding affinity (normalized) is 0.167. (3) The binding affinity (normalized) is 0.333. The MHC is DRB1_1602 with pseudo-sequence DRB1_1602. The peptide sequence is CDDALIEGITLLNAK. (4) The peptide sequence is FVAGAKYMVIQGEPG. The MHC is HLA-DPA10103-DPB10201 with pseudo-sequence HLA-DPA10103-DPB10201. The binding affinity (normalized) is 0.596. (5) The peptide sequence is KEDFLRCLVKEIPPR. The MHC is HLA-DQA10102-DQB10602 with pseudo-sequence HLA-DQA10102-DQB10602. The binding affinity (normalized) is 0.124. (6) The peptide sequence is MSIYVYALPLKMLNI. The MHC is DRB5_0101 with pseudo-sequence DRB5_0101. The binding affinity (normalized) is 0.805. (7) The MHC is H-2-IAb with pseudo-sequence H-2-IAb. The binding affinity (normalized) is 0. The peptide sequence is LLIDVVTYLVALIPE. (8) The peptide sequence is KRQGPKQMLVGGVVL. The MHC is HLA-DQA10103-DQB10603 with pseudo-sequence HLA-DQA10103-DQB10603. The binding affinity (normalized) is 0. (9) The peptide sequence is CFKYILIQAGFDQRL. The MHC is DRB1_1302 with pseudo-sequence DRB1_1302. The binding affinity (normalized) is 0.207. (10) The peptide sequence is QAMASTEGNVTGMFA. The MHC is DRB5_0101 with pseudo-sequence DRB5_0101. The binding affinity (normalized) is 0.0685.